Task: Regression. Given a peptide amino acid sequence and an MHC pseudo amino acid sequence, predict their binding affinity value. This is MHC class II binding data.. Dataset: Peptide-MHC class II binding affinity with 134,281 pairs from IEDB (1) The peptide sequence is KFIPALEAAVKQAYA. The MHC is HLA-DQA10501-DQB10201 with pseudo-sequence HLA-DQA10501-DQB10201. The binding affinity (normalized) is 0.214. (2) The MHC is DRB3_0202 with pseudo-sequence DRB3_0202. The peptide sequence is VHVSFVMAYPEMLAA. The binding affinity (normalized) is 0.539. (3) The peptide sequence is AYGSFVRTVSLPVGA. The MHC is HLA-DPA10103-DPB10301 with pseudo-sequence HLA-DPA10103-DPB10301. The binding affinity (normalized) is 0.915. (4) The peptide sequence is SGVAATESAYLAYRN. The MHC is HLA-DPA10103-DPB10401 with pseudo-sequence HLA-DPA10103-DPB10401. The binding affinity (normalized) is 0.265. (5) The peptide sequence is GSCWAFSGVAATESA. The MHC is DRB1_1302 with pseudo-sequence DRB1_1302. The binding affinity (normalized) is 0.0234. (6) The peptide sequence is MLHHWIKVEYGNLSL. The MHC is HLA-DQA10501-DQB10302 with pseudo-sequence HLA-DQA10501-DQB10302. The binding affinity (normalized) is 0. (7) The peptide sequence is AAATAGTWVYGAFAA. The MHC is HLA-DQA10102-DQB10602 with pseudo-sequence HLA-DQA10102-DQB10602. The binding affinity (normalized) is 0.708.